The task is: Predict the reaction yield, written as a fraction of the theoretical maximum amount of product (1.0 means a 100% yield; for example, 0.34 means a 34% yield).. This data is from Reaction yield outcomes from USPTO patents with 853,638 reactions. (1) The catalyst is O.C1(C)C=CC=CC=1. The reactants are [CH3:1][C:2]1[C:3]([C:16]([C:18]2[CH:27]=[CH:26][C:21]([C:22]([O:24][CH3:25])=[O:23])=[CH:20][N:19]=2)=O)=[CH:4][C:5]2[C:6]([CH3:15])([CH3:14])[CH2:7][CH2:8][C:9]([CH3:13])([CH3:12])[C:10]=2[CH:11]=1.[CH3:28][Mg]Cl.C1COCC1.Cl.O.C1(C)C=CC(S(O)(=O)=O)=CC=1.C(=O)([O-])[O-].[Na+].[Na+]. The yield is 0.550. The product is [CH3:28][C:1]1[C:2]([CH:3]=[CH:16][C:18]2[CH:27]=[CH:26][C:21]([C:22]([O:24][CH3:25])=[O:23])=[CH:20][N:19]=2)=[CH:11][C:10]2[C:9]([CH3:12])([CH3:13])[CH2:8][CH2:7][C:6]([CH3:15])([CH3:14])[C:5]=2[CH:4]=1. (2) The reactants are [CH:1]1([CH2:4][O:5][C:6]2[CH:11]=[C:10]([O:12][CH2:13][CH2:14][O:15][CH3:16])[CH:9]=[CH:8][C:7]=2/[CH:17]=[CH:18]/[C:19]([O:21][CH2:22][CH3:23])=[O:20])[CH2:3][CH2:2]1. The catalyst is [C].[Pd].O1CCCC1. The product is [CH:1]1([CH2:4][O:5][C:6]2[CH:11]=[C:10]([O:12][CH2:13][CH2:14][O:15][CH3:16])[CH:9]=[CH:8][C:7]=2[CH2:17][CH2:18][C:19]([O:21][CH2:22][CH3:23])=[O:20])[CH2:3][CH2:2]1. The yield is 0.980. (3) The reactants are ClC1N=C(NCC#C)N=C(NCC#C)N=1.CN.C1COCC1.[CH3:23][NH:24][C:25]1[N:30]=[C:29]([NH:31][CH2:32][CH2:33][CH3:34])[N:28]=[C:27]([NH:35][CH2:36][C:37]#[CH:38])[N:26]=1. No catalyst specified. The product is [CH3:23][NH:24][C:25]1[N:26]=[C:27]([NH:35][CH2:36][C:37]#[CH:38])[N:28]=[C:29]([NH:31][CH2:32][C:33]#[CH:34])[N:30]=1. The yield is 0.920. (4) The reactants are [C:1]([O:5][C:6]([N:8]1[CH2:12][CH2:11][CH2:10][C@H:9]1[CH2:13][NH:14][C:15]1[C:16]([O:22][C:23]2[CH:28]=[CH:27][C:26]([O:29][CH3:30])=[CH:25][CH:24]=2)=[N:17][C:18](Cl)=[N:19][CH:20]=1)=[O:7])([CH3:4])([CH3:3])[CH3:2].[F:31][C:32]1[CH:33]=[C:34]([NH2:38])[CH:35]=[CH:36][CH:37]=1.C([O-])([O-])=O.[K+].[K+].CC1(C)C2C=CC=C(P(C3C=CC=CC=3)C3C=CC=CC=3)C=2OC2C1=CC=CC=2P(C1C=CC=CC=1)C1C=CC=CC=1. The catalyst is C1C=CC(/C=C/C(/C=C/C2C=CC=CC=2)=O)=CC=1.C1C=CC(/C=C/C(/C=C/C2C=CC=CC=2)=O)=CC=1.C1C=CC(/C=C/C(/C=C/C2C=CC=CC=2)=O)=CC=1.[Pd].[Pd]. The product is [C:1]([O:5][C:6]([N:8]1[CH2:12][CH2:11][CH2:10][C@H:9]1[CH2:13][NH:14][C:15]1[C:16]([O:22][C:23]2[CH:28]=[CH:27][C:26]([O:29][CH3:30])=[CH:25][CH:24]=2)=[N:17][C:18]([NH:38][C:34]2[CH:35]=[CH:36][CH:37]=[C:32]([F:31])[CH:33]=2)=[N:19][CH:20]=1)=[O:7])([CH3:4])([CH3:3])[CH3:2]. The yield is 0.260. (5) The reactants are O[C:2]1[C:11]2[C:6](=[CH:7][CH:8]=[CH:9][CH:10]=2)[C:5](=[O:12])[NH:4][C:3]=1[CH3:13].O. The catalyst is I. The product is [CH3:13][C:3]1[NH:4][C:5](=[O:12])[C:6]2[C:11]([CH:2]=1)=[CH:10][CH:9]=[CH:8][CH:7]=2. The yield is 0.460. (6) The reactants are [NH2:1][C:2]1[N:7]=[CH:6][C:5]([C:8]2[C:9]([F:21])=[C:10]([OH:20])[C:11]([CH:14]3[CH2:19][CH2:18][CH2:17][CH2:16][CH2:15]3)=[CH:12][CH:13]=2)=[CH:4][N:3]=1.Cl[C:23]1[N:28]=[CH:27][CH:26]=[CH:25][N:24]=1.C([O-])([O-])=O.[K+].[K+].C1OCCOCCOCCOCCOCCOC1. The catalyst is CCOC(C)=O.O.CC(N(C)C)=O. The product is [CH:14]1([C:11]2[CH:12]=[CH:13][C:8]([C:5]3[CH:4]=[N:3][C:2]([NH2:1])=[N:7][CH:6]=3)=[C:9]([F:21])[C:10]=2[O:20][C:23]2[N:28]=[CH:27][CH:26]=[CH:25][N:24]=2)[CH2:19][CH2:18][CH2:17][CH2:16][CH2:15]1. The yield is 0.390.